From a dataset of Catalyst prediction with 721,799 reactions and 888 catalyst types from USPTO. Predict which catalyst facilitates the given reaction. (1) The catalyst class is: 37. Product: [Cl:1][C:2]1[C:3]([NH:23][C:24]2[CH:28]=[C:27]([CH3:29])[NH:26][N:25]=2)=[N:4][C:5]([NH:8][C:9]2[CH:14]=[C:13]([CH3:15])[C:12]([CH:16]3[CH2:21][CH2:20][N:19]([CH2:38][CH2:39][C:36]4[O:35][N:34]=[C:33]([CH:30]([CH3:32])[CH3:31])[N:37]=4)[CH2:18][CH2:17]3)=[CH:11][C:10]=2[CH3:22])=[N:6][CH:7]=1. Reactant: [Cl:1][C:2]1[C:3]([NH:23][C:24]2[CH:28]=[C:27]([CH3:29])[NH:26][N:25]=2)=[N:4][C:5]([NH:8][C:9]2[CH:14]=[C:13]([CH3:15])[C:12]([CH:16]3[CH2:21][CH2:20][NH:19][CH2:18][CH2:17]3)=[CH:11][C:10]=2[CH3:22])=[N:6][CH:7]=1.[CH:30]([C:33]1[N:37]=[CH:36][O:35][N:34]=1)([CH3:32])[CH3:31].[CH3:38][CH2:39]N(C(C)C)C(C)C. (2) Reactant: [C:1]([O:5][C:6]([N:8]1[CH2:13][CH:12]([CH3:14])[N:11]2[C:15]([C:18]([F:21])([F:20])[F:19])=[N:16][N:17]=[C:10]2[CH2:9]1)=[O:7])([CH3:4])([CH3:3])[CH3:2].[CH3:22]N(C)CCN(C)C.C([Li])CCC.IC. Product: [C:1]([O:5][C:6]([N:8]1[CH2:13][CH:12]([CH3:14])[N:11]2[C:15]([C:18]([F:19])([F:20])[F:21])=[N:16][N:17]=[C:10]2[CH:9]1[CH3:22])=[O:7])([CH3:2])([CH3:3])[CH3:4]. The catalyst class is: 11. (3) Reactant: [C:1]([O:5][C:6]([N:8]([CH2:26][C:27]([O:29][C:30]([CH3:33])([CH3:32])[CH3:31])=[O:28])[C:9]1[CH:14]=[CH:13][CH:12]=[C:11]([CH2:15][NH:16][S:17]([C:20]2[CH:21]=[N:22][CH:23]=[CH:24][CH:25]=2)(=[O:19])=[O:18])[N:10]=1)=[O:7])([CH3:4])([CH3:3])[CH3:2].[H-].[Na+].[CH:36]([C:39]1([C:42]2[CH:49]=[CH:48][C:45]([CH2:46]Br)=[CH:44][CH:43]=2)[CH2:41][CH2:40]1)([CH3:38])[CH3:37].[Cl-].[NH4+]. Product: [C:1]([O:5][C:6]([N:8]([CH2:26][C:27]([O:29][C:30]([CH3:33])([CH3:32])[CH3:31])=[O:28])[C:9]1[CH:14]=[CH:13][CH:12]=[C:11]([CH:15]([CH2:46][C:45]2[CH:48]=[CH:49][C:42]([C:39]3([CH:36]([CH3:38])[CH3:37])[CH2:40][CH2:41]3)=[CH:43][CH:44]=2)[NH:16][S:17]([C:20]2[CH:21]=[N:22][CH:23]=[CH:24][CH:25]=2)(=[O:19])=[O:18])[N:10]=1)=[O:7])([CH3:4])([CH3:3])[CH3:2]. The catalyst class is: 9. (4) Reactant: C(C1OC1)Cl.C(C(CCCC)CO)C.Cl[CH2:16][CH:17]([OH:28])[CH2:18][O:19][CH2:20][CH:21]([CH2:26][CH3:27])[CH2:22][CH2:23][CH2:24][CH3:25].CC(C)([O-])C.[K+]. Product: [CH2:18]([O:19][CH2:20][CH:21]([CH2:26][CH3:27])[CH2:22][CH2:23][CH2:24][CH3:25])[CH:17]1[O:28][CH2:16]1. The catalyst class is: 7. (5) Reactant: [CH2:1]([C:3]1[CH:8]=[CH:7][C:6]([C:9]2[CH:14]=[CH:13][C:12]([C:15]#[C:16][Si](C)(C)C)=[CH:11][CH:10]=2)=[CH:5][C:4]=1[CH:21]1[C:26](=[O:27])[C:25]([CH3:29])([CH3:28])[O:24][C:23]([CH3:31])([CH3:30])[C:22]1=[O:32])[CH3:2].C(=O)([O-])[O-].[K+].[K+].O. Product: [CH2:1]([C:3]1[CH:8]=[CH:7][C:6]([C:9]2[CH:10]=[CH:11][C:12]([C:15]#[CH:16])=[CH:13][CH:14]=2)=[CH:5][C:4]=1[CH:21]1[C:22](=[O:32])[C:23]([CH3:31])([CH3:30])[O:24][C:25]([CH3:29])([CH3:28])[C:26]1=[O:27])[CH3:2]. The catalyst class is: 5. (6) Reactant: [CH2:1]([N:8]1[CH2:13][CH2:12][N:11](C(OC(C)(C)C)=O)[C@@H:10]([CH2:21][CH:22]([O:24][C:25]2[CH:30]=[CH:29][CH:28]=[CH:27][C:26]=2[Br:31])[CH3:23])[CH2:9]1)[C:2]1[CH:7]=[CH:6][CH:5]=[CH:4][CH:3]=1.Cl. Product: [CH2:1]([N:8]1[CH2:13][CH2:12][NH:11][C@@H:10]([CH2:21][CH:22]([O:24][C:25]2[CH:30]=[CH:29][CH:28]=[CH:27][C:26]=2[Br:31])[CH3:23])[CH2:9]1)[C:2]1[CH:3]=[CH:4][CH:5]=[CH:6][CH:7]=1. The catalyst class is: 4. (7) Reactant: Br[C:2]1[C:10]2[N:9]3[CH2:11][CH2:12][NH:13][C:14](=[O:15])[C:8]3=[C:7]([CH3:16])[C:6]=2[CH:5]=[C:4]([F:17])[CH:3]=1.C(=O)([O-])[O-].[Cs+].[Cs+].CCOC(C1C(=O)CCCC1)=O.[F:36][C:37]([F:41])([F:40])[CH2:38][OH:39]. Product: [F:17][C:4]1[CH:3]=[C:2]([O:39][CH2:38][C:37]([F:41])([F:40])[F:36])[C:10]2[N:9]3[CH2:11][CH2:12][NH:13][C:14](=[O:15])[C:8]3=[C:7]([CH3:16])[C:6]=2[CH:5]=1. The catalyst class is: 205. (8) Reactant: [CH3:1][O:2][C:3](=[O:28])[NH:4][C@H:5]([C:9]([N:11]1[CH2:15][CH2:14][CH2:13][C@H:12]1[C:16]1[NH:17][CH:18]=[C:19]([C:21]2[CH:26]=[CH:25][C:24](Br)=[CH:23][CH:22]=2)[N:20]=1)=[O:10])[CH:6]([CH3:8])[CH3:7].CC1(C)C(C)(C)OB([C:37]2[CH:43]=[CH:42][C:40]([NH2:41])=[CH:39][CH:38]=2)O1.C(=O)([O-])[O-].[Na+].[Na+].C(OCC)(=O)C. Product: [CH3:1][O:2][C:3](=[O:28])[NH:4][C@H:5]([C:9]([N:11]1[CH2:15][CH2:14][CH2:13][C@H:12]1[C:16]1[NH:17][CH:18]=[C:19]([C:21]2[CH:26]=[CH:25][C:24]([C:37]3[CH:43]=[CH:42][C:40]([NH2:41])=[CH:39][CH:38]=3)=[CH:23][CH:22]=2)[N:20]=1)=[O:10])[CH:6]([CH3:8])[CH3:7]. The catalyst class is: 117. (9) Reactant: [Br:1][C:2]1[N:7]=[C:6]2[C:8]([CH3:28])=[C:9]([CH:11]([NH:18][C:19]3[CH:27]=[CH:26][C:22]([C:23](O)=[O:24])=[CH:21][CH:20]=3)[CH:12]3[CH2:17][CH2:16][CH2:15][CH2:14][CH2:13]3)[O:10][C:5]2=[CH:4][CH:3]=1.Cl.[CH2:30]([O:32][C:33](=[O:37])[CH2:34][CH2:35][NH2:36])[CH3:31].O.ON1C2C=CC=CC=2N=N1.Cl.C(N=C=NCCCN(C)C)C.[Cl-].[NH4+]. Product: [Br:1][C:2]1[N:7]=[C:6]2[C:8]([CH3:28])=[C:9]([CH:11]([NH:18][C:19]3[CH:20]=[CH:21][C:22]([C:23]([NH:36][CH2:35][CH2:34][C:33]([O:32][CH2:30][CH3:31])=[O:37])=[O:24])=[CH:26][CH:27]=3)[CH:12]3[CH2:17][CH2:16][CH2:15][CH2:14][CH2:13]3)[O:10][C:5]2=[CH:4][CH:3]=1. The catalyst class is: 289. (10) Reactant: C([Cl:4])(C)=O.[OH:5][C@H:6]1[CH2:10][N:9](C(OC(C)(C)C)=O)[C@@H:8]([C:18](=[O:40])[NH:19][CH2:20][C:21]2[N:22]=[C:23]3[CH:29]=[CH:28][N:27]([S:30]([C:33]4[CH:39]=[CH:38][C:36]([CH3:37])=[CH:35][CH:34]=4)(=[O:32])=[O:31])[C:24]3=[N:25][CH:26]=2)[CH2:7]1. Product: [ClH:4].[OH:5][C@H:6]1[CH2:10][NH:9][C@@H:8]([C:18]([NH:19][CH2:20][C:21]2[N:22]=[C:23]3[CH:29]=[CH:28][N:27]([S:30]([C:33]4[CH:34]=[CH:35][C:36]([CH3:37])=[CH:38][CH:39]=4)(=[O:32])=[O:31])[C:24]3=[N:25][CH:26]=2)=[O:40])[CH2:7]1. The catalyst class is: 5.